This data is from Merck oncology drug combination screen with 23,052 pairs across 39 cell lines. The task is: Regression. Given two drug SMILES strings and cell line genomic features, predict the synergy score measuring deviation from expected non-interaction effect. Drug 1: N.N.O=C(O)C1(C(=O)O)CCC1.[Pt]. Drug 2: N#Cc1ccc(Cn2cncc2CN2CCN(c3cccc(Cl)c3)C(=O)C2)cc1. Cell line: A2058. Synergy scores: synergy=0.331.